Dataset: Reaction yield outcomes from USPTO patents with 853,638 reactions. Task: Predict the reaction yield, written as a fraction of the theoretical maximum amount of product (1.0 means a 100% yield; for example, 0.34 means a 34% yield). (1) The reactants are [CH3:1][O:2][C:3](=[O:61])[NH:4][CH:5]([C:9]([N:11]1[CH2:15][CH2:14][CH2:13][CH:12]1[C:16]1[NH:17][C:18]([C:21]2[CH:30]=[CH:29][C:28]3[C:23](=[CH:24][CH:25]=[C:26]([C:31]4[CH:36]=[CH:35][C:34]([C:37]5[NH:38][C:39]([C@@H:42]6[CH2:46][CH2:45][CH2:44][N:43]6[C:47](=[O:60])[CH:48]([NH:55][C:56]([O:58][CH3:59])=[O:57])[C:49]6[CH:54]=[CH:53][CH:52]=[CH:51][CH:50]=6)=[N:40][CH:41]=5)=[CH:33][CH:32]=4)[CH:27]=3)[CH:22]=2)=[CH:19][N:20]=1)=[O:10])[CH:6]([CH3:8])[CH3:7].[CH3:62]OC(NC(C1C=CC=CC=1C)C(O)=O)=O. No catalyst specified. The product is [CH3:1][O:2][C:3](=[O:61])[NH:4][CH:5]([C:9]([N:11]1[CH2:15][CH2:14][CH2:13][CH:12]1[C:16]1[NH:17][C:18]([C:21]2[CH:30]=[CH:29][C:28]3[C:23](=[CH:24][CH:25]=[C:26]([C:31]4[CH:32]=[CH:33][C:34]([C:37]5[NH:38][C:39]([CH:42]6[CH2:46][CH2:45][CH2:44][N:43]6[C:47](=[O:60])[CH:48]([NH:55][C:56]([O:58][CH3:59])=[O:57])[C:49]6[CH:54]=[CH:53][CH:52]=[CH:51][C:50]=6[CH3:62])=[N:40][CH:41]=5)=[CH:35][CH:36]=4)[CH:27]=3)[CH:22]=2)=[CH:19][N:20]=1)=[O:10])[CH:6]([CH3:8])[CH3:7]. The yield is 0.500. (2) The product is [Cl:29][C:12]1[C:11]([O:10][CH2:9][C@@H:8]([NH2:7])[CH2:30][CH:31]([CH3:33])[CH3:32])=[CH:16][C:15]2[O:17][CH:18]([C:25]([F:27])([F:28])[F:26])[C:19]3[C:24]([C:14]=2[CH:13]=1)=[CH:23][CH:22]=[N:21][CH:20]=3. The reactants are C(OC(=O)[NH:7][C@@H:8]([CH2:30][CH:31]([CH3:33])[CH3:32])[CH2:9][O:10][C:11]1[C:12]([Cl:29])=[CH:13][C:14]2[C:24]3[C:19](=[CH:20][N:21]=[CH:22][CH:23]=3)[CH:18]([C:25]([F:28])([F:27])[F:26])[O:17][C:15]=2[CH:16]=1)(C)(C)C.Cl.C(OCC)C. The yield is 0.230. The catalyst is C(Cl)Cl. (3) The reactants are [CH2:1]([O:3][C:4](=[O:16])[CH2:5][C:6]1[CH:11]=[CH:10][C:9](Br)=[C:8]([N+:13]([O-:15])=[O:14])[CH:7]=1)[CH3:2].[C:17]1(B(O)O)[CH:22]=[CH:21][CH:20]=[CH:19][CH:18]=1.C(=O)([O-])[O-].[Cs+].[Cs+]. The catalyst is O1CCOCC1. The product is [N+:13]([C:8]1[CH:7]=[C:6]([CH2:5][C:4]([O:3][CH2:1][CH3:2])=[O:16])[CH:11]=[CH:10][C:9]=1[C:17]1[CH:22]=[CH:21][CH:20]=[CH:19][CH:18]=1)([O-:15])=[O:14]. The yield is 0.790. (4) The reactants are Br[C:2]1[CH:7]=[CH:6][C:5]([C:8](=[C:17]2[CH2:22][CH2:21][CH2:20][CH2:19][CH2:18]2)[C:9]2[CH:14]=[CH:13][C:12]([OH:15])=[CH:11][C:10]=2[CH3:16])=[CH:4][CH:3]=1.[C:23]([O:27][CH2:28][CH3:29])(=[O:26])[CH:24]=[CH2:25].CC1C=CC=CC=1P(C1C=CC=CC=1C)C1C=CC=CC=1C.CCN(CC)CC. The catalyst is CN(C=O)C.CC([O-])=O.CC([O-])=O.[Pd+2].O. The product is [C:17]1(=[C:8]([C:9]2[CH:14]=[CH:13][C:12]([OH:15])=[CH:11][C:10]=2[CH3:16])[C:5]2[CH:6]=[CH:7][C:2](/[CH:25]=[CH:24]/[C:23]([O:27][CH2:28][CH3:29])=[O:26])=[CH:3][CH:4]=2)[CH2:22][CH2:21][CH2:20][CH2:19][CH2:18]1. The yield is 0.600.